This data is from Reaction yield outcomes from USPTO patents with 853,638 reactions. The task is: Predict the reaction yield, written as a fraction of the theoretical maximum amount of product (1.0 means a 100% yield; for example, 0.34 means a 34% yield). (1) The reactants are [CH3:1][O:2][C:3]1[CH:4]=[CH:5][C:6]2[O:10][C:9]([CH:11]([NH:20][C:21]3[CH:26]=[CH:25][C:24]([C:27]([N:29]([CH3:37])[CH2:30][CH2:31][C:32]([O:34]CC)=[O:33])=[O:28])=[CH:23][CH:22]=3)[CH2:12][CH2:13][CH2:14][CH2:15][S:16]([CH3:19])(=[O:18])=[O:17])=[C:8]([CH3:38])[C:7]=2[CH:39]=1.O1CCCC1.[OH-].[Na+]. The catalyst is C(O)C. The product is [CH3:1][O:2][C:3]1[CH:4]=[CH:5][C:6]2[O:10][C:9]([CH:11]([NH:20][C:21]3[CH:22]=[CH:23][C:24]([C:27]([N:29]([CH3:37])[CH2:30][CH2:31][C:32]([OH:34])=[O:33])=[O:28])=[CH:25][CH:26]=3)[CH2:12][CH2:13][CH2:14][CH2:15][S:16]([CH3:19])(=[O:17])=[O:18])=[C:8]([CH3:38])[C:7]=2[CH:39]=1. The yield is 0.530. (2) The reactants are [NH2:1][C:2]1[C:7]([F:8])=[CH:6][N:5]=[C:4]([OH:9])[N:3]=1.Cl[CH2:11][O:12][CH2:13][C:14]1[CH:19]=[CH:18][CH:17]=[CH:16][CH:15]=1. The catalyst is CC#N. The product is [NH2:1][C:2]1[C:7]([F:8])=[CH:6][N:5]([CH2:11][O:12][CH2:13][C:14]2[CH:19]=[CH:18][CH:17]=[CH:16][CH:15]=2)[C:4](=[O:9])[N:3]=1. The yield is 0.450.